The task is: Predict the product of the given reaction.. This data is from Forward reaction prediction with 1.9M reactions from USPTO patents (1976-2016). (1) Given the reactants [CH3:1][N:2]1[C:7]([CH3:8])=[CH:6][C:5]([OH:9])=[C:4]([C:10]([O:12]CC)=O)[C:3]1=[O:15].[NH2:16][C:17]1[NH:18][CH:19]=[CH:20][N:21]=1.BrC1C=CC=CC=1, predict the reaction product. The product is: [CH3:1][N:2]1[C:7]([CH3:8])=[CH:6][C:5]([OH:9])=[C:4]([C:10]([NH:16][C:17]2[NH:18][CH:19]=[CH:20][N:21]=2)=[O:12])[C:3]1=[O:15]. (2) Given the reactants C[Zn]C.I[C:5]1[C:13]2[C:8](=[CH:9][CH:10]=[CH:11][C:12]=2[N+:14]([O-:16])=[O:15])[N:7]([CH2:17][C:18]2[CH:23]=[CH:22][C:21]([O:24][CH3:25])=[CH:20][CH:19]=2)[N:6]=1.[CH3:26]O.Cl, predict the reaction product. The product is: [CH3:25][O:24][C:21]1[CH:22]=[CH:23][C:18]([CH2:17][N:7]2[C:8]3[C:13](=[C:12]([N+:14]([O-:16])=[O:15])[CH:11]=[CH:10][CH:9]=3)[C:5]([CH3:26])=[N:6]2)=[CH:19][CH:20]=1. (3) The product is: [F:14][C:15]([F:30])([F:31])[C:16]1[CH:17]=[C:18]([C:26]2[N:1]=[C:2]([C:3]3[CH:4]=[C:5]([C:9]([O:11][CH3:12])=[S:10])[S:6][C:7]=3[CH3:8])[S:13][CH:27]=2)[CH:19]=[C:20]([C:22]([F:23])([F:24])[F:25])[CH:21]=1. Given the reactants [NH2:1][C:2](=[S:13])[C:3]1[CH:4]=[C:5]([C:9]([O:11][CH3:12])=[S:10])[S:6][C:7]=1[CH3:8].[F:14][C:15]([F:31])([F:30])[C:16]1[CH:17]=[C:18]([C:26](=O)[CH2:27]Br)[CH:19]=[C:20]([C:22]([F:25])([F:24])[F:23])[CH:21]=1, predict the reaction product. (4) Given the reactants Cl[C:2]1[CH:3]=[C:4]([NH:10][C:11]2[CH:23]=[C:14]3[CH2:15][N:16]([CH2:19][CH2:20][O:21][CH3:22])[CH2:17][CH2:18][N:13]3[N:12]=2)[C:5](=[O:9])[N:6]([CH3:8])[N:7]=1.[C:24]([O:27][CH2:28][C:29]1[C:30]([N:44]2[CH2:55][CH2:54][N:53]3[C:46](=[CH:47][C:48]4[CH2:49][C:50]([CH3:57])([CH3:56])[CH2:51][C:52]=43)[C:45]2=[O:58])=[N:31][CH:32]=[CH:33][C:34]=1B1OC(C)(C)C(C)(C)O1)(=[O:26])[CH3:25].[O-]P([O-])([O-])=O.[K+].[K+].[K+].C([O-])(=O)C.[Na+], predict the reaction product. The product is: [C:24]([O:27][CH2:28][C:29]1[C:30]([N:44]2[CH2:55][CH2:54][N:53]3[C:46](=[CH:47][C:48]4[CH2:49][C:50]([CH3:57])([CH3:56])[CH2:51][C:52]=43)[C:45]2=[O:58])=[N:31][CH:32]=[CH:33][C:34]=1[C:2]1[CH:3]=[C:4]([NH:10][C:11]2[CH:23]=[C:14]3[CH2:15][N:16]([CH2:19][CH2:20][O:21][CH3:22])[CH2:17][CH2:18][N:13]3[N:12]=2)[C:5](=[O:9])[N:6]([CH3:8])[N:7]=1)(=[O:26])[CH3:25]. (5) Given the reactants C[C:2]1[C:3]([O:11][C:12]2[CH:17]=[CH:16][C:15]([CH2:18][CH2:19][C:20]3[C:29]([CH2:30][N:31]4[CH:35]=[CH:34][CH:33]=[N:32]4)=[CH:28][C:27]4[C:26]([CH3:37])([CH3:36])[CH2:25][CH2:24][C:23]([CH3:39])([CH3:38])[C:22]=4[CH:21]=3)=[CH:14][CH:13]=2)=[C:4]([CH:8]=[CH:9][CH:10]=1)[C:5]([O-:7])=[O:6].Cl, predict the reaction product. The product is: [CH3:36][C:26]1([CH3:37])[CH2:25][CH2:24][C:23]([CH3:38])([CH3:39])[C:22]2[CH:21]=[C:20]([CH2:19][CH2:18][C:15]3[CH:16]=[CH:17][C:12]([O:11][C:3]4[CH:2]=[CH:10][CH:9]=[CH:8][C:4]=4[C:5]([OH:7])=[O:6])=[CH:13][CH:14]=3)[C:29]([CH2:30][N:31]3[CH:35]=[CH:34][CH:33]=[N:32]3)=[CH:28][C:27]1=2. (6) Given the reactants [Cl:1][C:2]1[CH:3]=[C:4]([C:12]2[O:16][N:15]=[C:14]([C:17]3[CH:18]=[CH:19][CH:20]=[C:21]4[C:25]=3[NH:24][CH:23]=[C:22]4[CH2:26][CH2:27][CH2:28][NH:29][CH2:30][C:31]([O:33]CC)=[O:32])[N:13]=2)[CH:5]=[CH:6][C:7]=1[O:8][CH:9]([CH3:11])[CH3:10].[OH-].[Na+].Cl, predict the reaction product. The product is: [Cl:1][C:2]1[CH:3]=[C:4]([C:12]2[O:16][N:15]=[C:14]([C:17]3[CH:18]=[CH:19][CH:20]=[C:21]4[C:25]=3[NH:24][CH:23]=[C:22]4[CH2:26][CH2:27][CH2:28][NH:29][CH2:30][C:31]([OH:33])=[O:32])[N:13]=2)[CH:5]=[CH:6][C:7]=1[O:8][CH:9]([CH3:10])[CH3:11]. (7) Given the reactants [Cl:1][C:2]1[CH:3]=[C:4]2[N:25]=[C:24]([O:26][C@H:27]3[C@H:31]4[O:32][CH2:33][C@@H:34]([OH:35])[C@H:30]4[O:29][CH2:28]3)[N:23]([CH2:36][O:37][CH2:38][CH2:39][Si:40]([CH3:43])([CH3:42])[CH3:41])[C:5]2=[N:6][C:7]=1[C:8]1[CH:13]=[CH:12][C:11](B2OC(C)(C)C(C)(C)O2)=[CH:10][CH:9]=1.Br[C:45]1[CH:46]=[C:47]([CH:54]=[CH:55][CH:56]=1)[CH2:48][N:49]=[S:50]([CH3:53])([CH3:52])=[O:51], predict the reaction product. The product is: [Cl:1][C:2]1[CH:3]=[C:4]2[N:25]=[C:24]([O:26][C@@H:27]3[CH2:28][O:29][C@@H:30]4[C@H:34]([OH:35])[CH2:33][O:32][C@H:31]34)[N:23]([CH2:36][O:37][CH2:38][CH2:39][Si:40]([CH3:42])([CH3:43])[CH3:41])[C:5]2=[N:6][C:7]=1[C:8]1[CH:9]=[CH:10][C:11]([C:45]2[CH:56]=[CH:55][CH:54]=[C:47]([CH2:48][N:49]=[S:50]([CH3:53])([CH3:52])=[O:51])[CH:46]=2)=[CH:12][CH:13]=1. (8) Given the reactants [C:1]([C:3]1[CH:4]=[C:5]([CH2:9][C:10]([OH:12])=O)[CH:6]=[CH:7][CH:8]=1)#[N:2].S(Cl)([Cl:15])=O, predict the reaction product. The product is: [C:1]([C:3]1[CH:4]=[C:5]([CH2:9][C:10]([Cl:15])=[O:12])[CH:6]=[CH:7][CH:8]=1)#[N:2]. (9) Given the reactants [CH2:1]([O:8][C:9]1[CH:16]=[CH:15][C:12]([CH:13]=O)=[CH:11][CH:10]=1)[C:2]1[CH:7]=[CH:6][CH:5]=[CH:4][CH:3]=1.[CH:17]1([NH:23][OH:24])[CH2:22][CH2:21][CH2:20][CH2:19][CH2:18]1, predict the reaction product. The product is: [CH2:1]([O:8][C:9]1[CH:16]=[CH:15][C:12]([CH:13]=[N+:23]([CH:17]2[CH2:22][CH2:21][CH2:20][CH2:19][CH2:18]2)[O-:24])=[CH:11][CH:10]=1)[C:2]1[CH:7]=[CH:6][CH:5]=[CH:4][CH:3]=1.